The task is: Predict the reactants needed to synthesize the given product.. This data is from Full USPTO retrosynthesis dataset with 1.9M reactions from patents (1976-2016). (1) Given the product [CH2:6]([O:8][C:9]([C:10]1[C:27]([C:29]2[CH:34]=[CH:33][C:32]([F:35])=[CH:31][CH:30]=2)=[CH:26][NH:25][C:11]=1[CH2:12][CH2:13][NH:14][C:15]([O:17][C:18]([CH3:21])([CH3:20])[CH3:19])=[O:16])=[O:23])[CH3:7], predict the reactants needed to synthesize it. The reactants are: C([O-])(=O)C.[Na+].[CH2:6]([O:8][C:9](=[O:23])[CH2:10][C:11](=O)[CH2:12][CH2:13][NH:14][C:15]([O:17][C:18]([CH3:21])([CH3:20])[CH3:19])=[O:16])[CH3:7].Cl.[NH2:25][CH2:26][C:27]([C:29]1[CH:34]=[CH:33][C:32]([F:35])=[CH:31][CH:30]=1)=O. (2) Given the product [CH3:11][C:8]1([CH3:12])[O:7][C:6]2[CH:13]=[C:2](/[CH:16]=[CH:15]/[C:14]([O:18][CH2:19][CH3:20])=[O:17])[CH:3]=[CH:4][C:5]=2[CH2:10][O:9]1, predict the reactants needed to synthesize it. The reactants are: Br[C:2]1[CH:3]=[CH:4][C:5]2[CH2:10][O:9][C:8]([CH3:12])([CH3:11])[O:7][C:6]=2[CH:13]=1.[C:14]([O:18][CH2:19][CH3:20])(=[O:17])[CH:15]=[CH2:16].C(N(CC)CC)C. (3) Given the product [Cl:1][C:2]1[C:7]([Cl:8])=[CH:6][CH:5]=[C:4]([F:9])[C:3]=1[NH:10][C:11]1[N:21]=[C:20]([NH:22][C:23]2[CH:28]=[CH:27][C:26]([N:29]3[CH2:30][CH2:31][NH:32][CH2:33][CH2:34]3)=[CH:25][C:24]=2[O:42][CH3:43])[C:14]2[C:15](=[O:19])[NH:16][N:17]=[CH:18][C:13]=2[CH:12]=1, predict the reactants needed to synthesize it. The reactants are: [Cl:1][C:2]1[C:7]([Cl:8])=[CH:6][CH:5]=[C:4]([F:9])[C:3]=1[NH:10][C:11]1[N:21]=[C:20]([NH:22][C:23]2[CH:28]=[CH:27][C:26]([N:29]3[CH2:34][CH2:33][N:32](C(OC(C)(C)C)=O)[CH2:31][CH2:30]3)=[CH:25][C:24]=2[O:42][CH3:43])[C:14]2[C:15](=[O:19])[NH:16][N:17]=[CH:18][C:13]=2[CH:12]=1.FC(F)(F)C(O)=O. (4) The reactants are: [OH:1][C:2]1[CH:3]=[C:4]([CH2:8][C:9]([OH:11])=[O:10])[CH:5]=[CH:6][CH:7]=1.[C:12](OC(O[C:12]([CH3:15])([CH3:14])[CH3:13])N(C)C)([CH3:15])([CH3:14])[CH3:13].C(OCC)(=O)C. Given the product [C:12]([O:10][C:9](=[O:11])[CH2:8][C:4]1[CH:5]=[CH:6][CH:7]=[C:2]([OH:1])[CH:3]=1)([CH3:15])([CH3:14])[CH3:13], predict the reactants needed to synthesize it. (5) Given the product [Cl:20][C:14]1[CH:15]=[CH:16][C:17]([Cl:19])=[CH:18][C:13]=1[CH:10]1[CH2:9][CH2:8][CH2:7][CH2:6][CH2:29][CH:28]1[OH:27], predict the reactants needed to synthesize it. The reactants are: C([Li])CCC.[CH3:6][CH2:7][CH2:8][CH2:9][CH2:10]C.Br[C:13]1[CH:18]=[C:17]([Cl:19])[CH:16]=[CH:15][C:14]=1[Cl:20].B(F)(F)F.CC[O:27][CH2:28][CH3:29].[Cl-].[NH4+]. (6) Given the product [CH3:30][S:31]([O:27][C@H:24]1[CH2:23][CH2:22][C@H:21]([N:19]2[CH:20]=[C:16]([C:15]3[C:10]4[CH:9]=[CH:8][N:7]([CH2:6][O:5][CH2:4][CH2:3][Si:2]([CH3:29])([CH3:28])[CH3:1])[C:11]=4[N:12]=[CH:13][N:14]=3)[CH:17]=[N:18]2)[CH2:26][CH2:25]1)(=[O:33])=[O:32], predict the reactants needed to synthesize it. The reactants are: [CH3:1][Si:2]([CH3:29])([CH3:28])[CH2:3][CH2:4][O:5][CH2:6][N:7]1[C:11]2[N:12]=[CH:13][N:14]=[C:15]([C:16]3[CH:17]=[N:18][N:19]([C@H:21]4[CH2:26][CH2:25][C@H:24]([OH:27])[CH2:23][CH2:22]4)[CH:20]=3)[C:10]=2[CH:9]=[CH:8]1.[CH3:30][S:31](Cl)(=[O:33])=[O:32]. (7) Given the product [C:62]([NH:70][CH2:71][C@@H:72]([C@H:80]([OH:82])[CH3:81])[C:73]([O:75][C:76]([CH3:77])([CH3:79])[CH3:78])=[O:74])(=[O:69])[C:63]1[CH:64]=[CH:65][CH:66]=[CH:67][CH:68]=1, predict the reactants needed to synthesize it. The reactants are: P([O-])([O-])([O-])=O.O=C[C@@H]([C@H]([C@@H]([C@@H](CO)O)O)O)O.C1N=C(N)C2N=CN([C@@H]3O[C@H](COP(OP(OC[C@H]4O[C@@H](N5C=C(C(N)=O)CC=C5)[C@H](O)[C@@H]4O)(O)=O)(O)=O)[C@@H](O)[C@H]3O)C=2N=1.[C:62]([NH:70][CH2:71][CH:72]([C:80](=[O:82])[CH3:81])[C:73]([O:75][C:76]([CH3:79])([CH3:78])[CH3:77])=[O:74])(=[O:69])[C:63]1[CH:68]=[CH:67][CH:66]=[CH:65][CH:64]=1.